This data is from Reaction yield outcomes from USPTO patents with 853,638 reactions. The task is: Predict the reaction yield, written as a fraction of the theoretical maximum amount of product (1.0 means a 100% yield; for example, 0.34 means a 34% yield). (1) The reactants are [NH2:1][NH:2][C:3]([NH2:5])=[S:4].[C:6]([C:14]([OH:16])=O)(=O)[C:7]1[CH:12]=[CH:11][CH:10]=[CH:9][CH:8]=1.[OH-].[K+].[CH3:19]I. The catalyst is O.CO. The product is [CH3:19][S:4][C:3]1[NH:5][C:14](=[O:16])[C:6]([C:7]2[CH:12]=[CH:11][CH:10]=[CH:9][CH:8]=2)=[N:1][N:2]=1. The yield is 0.977. (2) The reactants are [Cl:1][C:2]1[CH:3]=[C:4]([CH:8]=[CH:9][C:10]=1[N:11]([CH2:28][CH2:29][OH:30])[C:12]([C:14]1[S:27][C:17]2[C:18]3[CH:26]=[CH:25][CH:24]=[CH:23][C:19]=3[O:20][CH2:21][CH2:22][C:16]=2[CH:15]=1)=[O:13])[C:5](O)=[O:6].[NH2:31][C:32]1[CH:36]=[C:35]([CH3:37])[NH:34][N:33]=1. No catalyst specified. The product is [NH2:31][C:32]1[CH:36]=[C:35]([CH3:37])[N:34]([C:5]([C:4]2[CH:8]=[CH:9][C:10]([N:11]([CH2:28][CH2:29][OH:30])[C:12]([C:14]3[S:27][C:17]4[C:18]5[CH:26]=[CH:25][CH:24]=[CH:23][C:19]=5[O:20][CH2:21][CH2:22][C:16]=4[CH:15]=3)=[O:13])=[C:2]([Cl:1])[CH:3]=2)=[O:6])[N:33]=1. The yield is 0.250.